This data is from Drug-target binding data from BindingDB using Ki measurements. The task is: Regression. Given a target protein amino acid sequence and a drug SMILES string, predict the binding affinity score between them. We predict pKi (pKi = -log10(Ki in M); higher means stronger inhibition). Dataset: bindingdb_ki. (1) The compound is CN(C)C/C=C(/c1ccc(Br)cc1)c1cccnc1. The pKi is 5.8. The target is MLLARMKPQVQPELGGADQ. (2) The target protein (P01042) has sequence MKLITILFLCSRLLLSLTQESQSEEIDCNDKDLFKAVDAALKKYNSQNQSNNQFVLYRITEATKTVGSDTFYSFKYEIKEGDCPVQSGKTWQDCEYKDAAKAATGECTATVGKRSSTKFSVATQTCQITPAEGPVVTAQYDCLGCVHPISTQSPDLEPILRHGIQYFNNNTQHSSLFMLNEVKRAQRQVVAGLNFRITYSIVQTNCSKENFLFLTPDCKSLWNGDTGECTDNAYIDIQLRIASFSQNCDIYPGKDFVQPPTKICVGCPRDIPTNSPELEETLTHTITKLNAENNATFYFKIDNVKKARVQVVAGKKYFIDFVARETTCSKESNEELTESCETKKLGQSLDCNAEVYVVPWEKKIYPTVNCQPLGMISLMKRPPGFSPFRSSRIGEIKEETTVSPPHTSMAPAQDEERDSGKEQGHTRRHDWGHEKQRKHNLGHGHKHERDQGHGHQRGHGLGHGHEQQHGLGHGHKFKLDDDLEHQGGHVLDHGHKHKHG.... The pKi is 7.5. The small molecule is Cc1nc(-c2c(F)cc(Cl)cc2-c2ccc3c(c2)OCC3NC(=O)C2(NC(=O)C(F)(F)F)CC2)no1. (3) The target protein (P70172) has sequence MDNSSVCPPNATVCEGDSCVVPESNFNAILNTVMSTVLTILLAMVMFSMGCNVEVHKFLGHIKRPWGIFVGFLCQFGIMPLTGFILSVASGILPVQAVVVLIMGCCPGGTGSNILAYWIDGDMDLSVSMTTCSTLLALGMMPLCLFVYTKMWVDSGTIVIPYDSIGISLVALVIPVSFGMFVNHKWPQKAKIILKIGSITGVILIVLIAVIGGILYQSAWIIEPKLWIIGTIFPIAGYSLGFFLARLAGQPWYRCRTVALETGMQNTQLCSTIVQLSFSPEDLNLVFTFPLIYTVFQLVFAAVILGIYVTYRKCYGKNDAEFLEKTDNEMDSRPSFDETNKGFQPDEK. The drug is CCCC[C@]1(CC)CS(=O)(=O)c2ccccc2[C@@H](c2ccccc2)N1. The pKi is 7.2. (4) The compound is CC(C)CC(=O)C(=O)O. The target protein (Q66HS9) has sequence MPSESSVKATAAPPPFPLPPDGGWGWVVVCASFISIGFSYAFPKAVTVFFNDIKDIFKTTSSQIAWISSIMLAVMYAGGPISSVLVNNYGSRPVVIVGGLLCCTGMILASFSSSVIELYLTVGFIGGLGLAFNLQPALTIIGKYFYRKRPLANGFAMAGSPVFLSTLAPFNQFLFNSYGWKGSFLILGAIFLHSCVAGCLMRPVGPSPRAAKSKSKVGSRQDSSTKRLSKVSTAEKINRFLDFGLFTHRGFLIYLSGNVVLFLGMFAPIIFLAPYAKDKGVDDYNSAFLLSVMAFTDMFARPSVGLIANTSLIRPRIQYLFSVAIMFTGICHLLCPLAHSYTALVVYVIFFGIGFGSISSLLFECLMDQVGASRFSSAVGLVTIVECCPVLFGPPLAGKLLDITGQYKYLYIASGIVVLSSGIYLLICNAINYRLLEKERKREKARRKKSASQASKEMEALSRSKQDDVTVKVSNTHNPPSDRDKESSI. The pKi is 4.0.